Dataset: Forward reaction prediction with 1.9M reactions from USPTO patents (1976-2016). Task: Predict the product of the given reaction. (1) Given the reactants Br[C:2]1[C:3]([O:31][CH3:32])=[C:4]([C:9]([CH2:12][S:13]([C:16]2[CH:21]=[CH:20][C:19]([F:22])=[CH:18][C:17]=2/[CH:23]=[CH:24]\[CH2:25][N:26]([CH2:29][CH3:30])[CH2:27][CH3:28])(=[O:15])=[O:14])=[CH:10][CH:11]=1)[C:5]([O:7][CH3:8])=[O:6].[O:33]1[CH:37]=[CH:36][C:35](B(O)O)=[CH:34]1.C(Cl)Cl.C(=O)([O-])[O-].[Cs+].[Cs+], predict the reaction product. The product is: [CH2:27]([N:26]([CH2:29][CH3:30])[CH2:25]/[CH:24]=[CH:23]\[C:17]1[CH:18]=[C:19]([F:22])[CH:20]=[CH:21][C:16]=1[S:13]([CH2:12][C:9]1[C:4]([C:5]([O:7][CH3:8])=[O:6])=[C:3]([O:31][CH3:32])[C:2]([C:35]2[CH:36]=[CH:37][O:33][CH:34]=2)=[CH:11][CH:10]=1)(=[O:15])=[O:14])[CH3:28]. (2) Given the reactants [CH2:1]([O:3][C:4]1[CH:9]=[CH:8][C:7]([NH:10][C:11]2[C:16]([N+:17]([O-])=O)=[CH:15][N:14]=[C:13]([NH:20][C:21]3[CH:22]=[N:23][N:24]([CH2:26][CH2:27][CH2:28][CH:29]4[CH2:34][CH2:33][N:32]([C:35]([O:37][C:38]([CH3:41])([CH3:40])[CH3:39])=[O:36])[CH2:31][CH2:30]4)[CH:25]=3)[N:12]=2)=[CH:6][CH:5]=1)[CH3:2], predict the reaction product. The product is: [NH2:17][C:16]1[C:11]([NH:10][C:7]2[CH:6]=[CH:5][C:4]([O:3][CH2:1][CH3:2])=[CH:9][CH:8]=2)=[N:12][C:13]([NH:20][C:21]2[CH:22]=[N:23][N:24]([CH2:26][CH2:27][CH2:28][CH:29]3[CH2:34][CH2:33][N:32]([C:35]([O:37][C:38]([CH3:40])([CH3:41])[CH3:39])=[O:36])[CH2:31][CH2:30]3)[CH:25]=2)=[N:14][CH:15]=1. (3) Given the reactants CO[C:3](=[O:8])[CH2:4][C:5]([OH:7])=[O:6].Cl.NCC(OC)=O.[N:16]1([C:22]([O:24][CH2:25][C:26]2[CH:31]=[CH:30][CH:29]=[C:28]([C:32]3[CH:41]=[CH:40][CH:39]=[C:38]4[C:33]=3[CH2:34][CH2:35][CH2:36][N:37]4[C:42](=[O:55])[CH2:43][CH2:44][CH2:45][O:46][C:47]3[CH:52]=[CH:51][CH:50]=[C:49]([CH3:53])[C:48]=3[CH3:54])[CH:27]=2)=[O:23])[CH2:21][CH2:20][NH:19][CH2:18][CH2:17]1, predict the reaction product. The product is: [CH3:54][C:48]1[C:49]([CH3:53])=[CH:50][CH:51]=[CH:52][C:47]=1[O:46][CH2:45][CH2:44][CH2:43][C:42]([N:37]1[C:38]2[C:33](=[C:32]([C:28]3[CH:27]=[C:26]([CH:31]=[CH:30][CH:29]=3)[CH2:25][O:24][C:22]([N:16]3[CH2:21][CH2:20][N:19]([C:3](=[O:8])[CH2:4][C:5]([OH:7])=[O:6])[CH2:18][CH2:17]3)=[O:23])[CH:41]=[CH:40][CH:39]=2)[CH2:34][CH2:35][CH2:36]1)=[O:55]. (4) Given the reactants [CH3:1][C:2]1[N:11]2[C:5]([CH:6]([O:16][CH:17]3[CH2:22][CH2:21][N:20]([CH3:23])[CH2:19][CH2:18]3)[C:7]3[CH:15]=[CH:14][CH:13]=[CH:12][C:8]=3[CH2:9][CH2:10]2)=[N:4][C:3]=1[C:24]1[CH:29]=[CH:28][C:27]([NH2:30])=[CH:26][CH:25]=1.[CH2:31]([O:35][C:36](Cl)=[O:37])[CH:32]([CH3:34])[CH3:33].[OH-].[Na+], predict the reaction product. The product is: [CH2:31]([O:35][C:36](=[O:37])[NH:30][C:27]1[CH:28]=[CH:29][C:24]([C:3]2[N:4]=[C:5]3[N:11]([CH2:10][CH2:9][C:8]4[CH:12]=[CH:13][CH:14]=[CH:15][C:7]=4[CH:6]3[O:16][CH:17]3[CH2:18][CH2:19][N:20]([CH3:23])[CH2:21][CH2:22]3)[C:2]=2[CH3:1])=[CH:25][CH:26]=1)[CH:32]([CH3:34])[CH3:33]. (5) Given the reactants C[O:2][C:3](=O)[C:4]1[CH:13]=[C:12]([O:14][CH2:15][CH2:16][CH2:17][CH2:18][CH2:19][CH2:20][CH2:21][CH2:22][CH2:23][CH2:24][CH2:25][CH2:26][CH2:27][CH3:28])[CH:11]=[C:6]([C:7](OC)=[O:8])[CH:5]=1.[H-].[Al+3].[Li+].[H-].[H-].[H-], predict the reaction product. The product is: [CH2:15]([O:14][C:12]1[CH:11]=[C:6]([CH2:7][OH:8])[CH:5]=[C:4]([CH2:3][OH:2])[CH:13]=1)[CH2:16][CH2:17][CH2:18][CH2:19][CH2:20][CH2:21][CH2:22][CH2:23][CH2:24][CH2:25][CH2:26][CH2:27][CH3:28]. (6) Given the reactants [CH2:1]([O:8][C:9]([NH:11][C:12]1[CH:17]=[CH:16][C:15]([CH:18]2[CH2:22][CH2:21][C@H:20](OS(C)(=O)=O)[CH2:19]2)=[CH:14][CH:13]=1)=[O:10])[C:2]1[CH:7]=[CH:6][CH:5]=[CH:4][CH:3]=1.[CH3:28][C@H:29]1[CH2:33][CH2:32][CH2:31][NH:30]1.C([O-])([O-])=O.[K+].[K+], predict the reaction product. The product is: [CH2:1]([O:8][C:9](=[O:10])[NH:11][C:12]1[CH:17]=[CH:16][C:15]([C@H:18]2[CH2:22][CH2:21][CH:20]([N:30]3[CH2:31][CH2:32][CH2:33][C@@H:29]3[CH3:28])[CH2:19]2)=[CH:14][CH:13]=1)[C:2]1[CH:7]=[CH:6][CH:5]=[CH:4][CH:3]=1.